From a dataset of Forward reaction prediction with 1.9M reactions from USPTO patents (1976-2016). Predict the product of the given reaction. (1) Given the reactants [CH2:1]1[C:13]2[NH:12][C:11]3[C:6](=[CH:7][CH:8]=[CH:9][CH:10]=3)[C:5]=2[CH2:4][CH2:3][NH:2]1.C(N(CC)CC)C.[CH3:21][C:22]1([C:37](Cl)=[O:38])[CH2:26][C:25]2[C:27]([CH3:36])=[C:28]([N+:33]([O-:35])=[O:34])[C:29]([CH3:32])=[C:30]([CH3:31])[C:24]=2[O:23]1, predict the reaction product. The product is: [CH2:1]1[C:13]2[NH:12][C:11]3[C:6](=[CH:7][CH:8]=[CH:9][CH:10]=3)[C:5]=2[CH2:4][CH2:3][N:2]1[C:37]([C:22]1([CH3:21])[CH2:26][CH:25]2[CH:27]([CH3:36])[C:28]([N+:33]([O-:35])=[O:34])=[C:29]([CH3:32])[C:30]([CH3:31])=[C:24]2[O:23]1)=[O:38]. (2) Given the reactants [C:1]([C:3]1[C:4]([N:16]2[CH2:19][CH:18]([C:20]([OH:22])=O)[CH2:17]2)=[N:5][C:6]([O:14][CH3:15])=[C:7]([C:9]([O:11][CH2:12][CH3:13])=[O:10])[CH:8]=1)#[N:2].[F:23][C:24]([F:37])([F:36])[C:25]1[CH:30]=[CH:29][C:28]([CH2:31][S:32]([NH2:35])(=[O:34])=[O:33])=[CH:27][CH:26]=1, predict the reaction product. The product is: [C:1]([C:3]1[C:4]([N:16]2[CH2:19][CH:18]([C:20](=[O:22])[NH:35][S:32]([CH2:31][C:28]3[CH:27]=[CH:26][C:25]([C:24]([F:23])([F:37])[F:36])=[CH:30][CH:29]=3)(=[O:33])=[O:34])[CH2:17]2)=[N:5][C:6]([O:14][CH3:15])=[C:7]([CH:8]=1)[C:9]([O:11][CH2:12][CH3:13])=[O:10])#[N:2].